This data is from Catalyst prediction with 721,799 reactions and 888 catalyst types from USPTO. The task is: Predict which catalyst facilitates the given reaction. (1) Reactant: [C:1]1([CH:13]2[CH2:18][CH2:17][N:16](C(OCC3C=CC=CC=3)=O)[CH2:15][CH2:14]2)[N:2]=[N:3][N:4]2[C:9]=1[C:8]1[CH:10]=[CH:11][NH:12][C:7]=1[N:6]=[CH:5]2. Product: [NH:16]1[CH2:15][CH2:14][CH:13]([C:1]2[N:2]=[N:3][N:4]3[C:9]=2[C:8]2[CH:10]=[CH:11][NH:12][C:7]=2[N:6]=[CH:5]3)[CH2:18][CH2:17]1. The catalyst class is: 129. (2) Reactant: Cl[C:2]([C:14]1[CH:19]=[CH:18][C:17]([NH:20][C:21](=[O:27])[O:22][C:23]([CH3:26])([CH3:25])[CH3:24])=[CH:16][CH:15]=1)([C:7]1[CH:12]=[CH:11][C:10]([Cl:13])=[CH:9][CH:8]=1)[C:3]([F:6])([F:5])[F:4].Cl.[Cl:29][C:30]1[CH:31]=[N:32][NH:33][CH:34]=1.C(=O)([O-])[O-].[K+].[K+].[I-].[K+]. Product: [Cl:13][C:10]1[CH:11]=[CH:12][C:7]([C:2]([C:14]2[CH:19]=[CH:18][C:17]([NH:20][C:21](=[O:27])[O:22][C:23]([CH3:26])([CH3:25])[CH3:24])=[CH:16][CH:15]=2)([N:32]2[CH:31]=[C:30]([Cl:29])[CH:34]=[N:33]2)[C:3]([F:6])([F:5])[F:4])=[CH:8][CH:9]=1. The catalyst class is: 10. (3) The catalyst class is: 25. Reactant: [F:1][C:2]([F:22])([F:21])[C:3]1[N:8]=[CH:7][C:6]([CH2:9][NH:10][C:11]2[C:12]3[CH2:20][NH:19][CH2:18][CH2:17][C:13]=3[N:14]=[CH:15][N:16]=2)=[CH:5][CH:4]=1.[Br:23][C:24]1[CH:25]=[CH:26][C:27](F)=[C:28]([CH:31]=1)[C:29]#[N:30].C(N(CC)C(C)C)(C)C.C(#N)C. Product: [Br:23][C:24]1[CH:25]=[CH:26][C:27]([N:19]2[CH2:18][CH2:17][C:13]3[N:14]=[CH:15][N:16]=[C:11]([NH:10][CH2:9][C:6]4[CH:7]=[N:8][C:3]([C:2]([F:21])([F:1])[F:22])=[CH:4][CH:5]=4)[C:12]=3[CH2:20]2)=[C:28]([CH:31]=1)[C:29]#[N:30]. (4) Reactant: [CH3:1][S:2]([C:5]1[CH:10]=[CH:9][C:8]([NH:11][CH:12]2[CH2:16][CH2:15][NH:14][CH2:13]2)=[CH:7][CH:6]=1)(=[O:4])=[O:3].[C:17](O[C:17]([O:19][C:20]([CH3:23])([CH3:22])[CH3:21])=[O:18])([O:19][C:20]([CH3:23])([CH3:22])[CH3:21])=[O:18]. Product: [CH3:1][S:2]([C:5]1[CH:6]=[CH:7][C:8]([N:11]([CH:12]2[CH2:16][CH2:15][NH:14][CH2:13]2)[C:17]([O:19][C:20]([CH3:23])([CH3:22])[CH3:21])=[O:18])=[CH:9][CH:10]=1)(=[O:4])=[O:3]. The catalyst class is: 1. (5) Reactant: FC(F)(F)C(O)=O.[CH3:8][N:9]([CH:17]1[CH2:22][CH2:21][N:20]([C:23]2[CH:28]=[N:27][CH:26]=[C:25]([CH3:29])[N:24]=2)[CH2:19][CH2:18]1)C(=O)OC(C)(C)C. Product: [CH3:8][NH:9][CH:17]1[CH2:18][CH2:19][N:20]([C:23]2[CH:28]=[N:27][CH:26]=[C:25]([CH3:29])[N:24]=2)[CH2:21][CH2:22]1. The catalyst class is: 4. (6) Reactant: Br[C:2]1[CH:3]=[C:4]([NH:8][C:9]2[C:13]3[CH2:14][N:15]([C:18](=[O:20])[CH3:19])[CH2:16][CH2:17][C:12]=3[N:11]([CH2:21][CH:22]3[CH2:24][CH2:23]3)[N:10]=2)[CH:5]=[CH:6][CH:7]=1.CC([O-])=O.[K+].ClCCl.[CH3:33][C:34]1([CH3:50])[C:38]([CH3:40])([CH3:39])[O:37][B:36]([B:36]2[O:37][C:38]([CH3:40])([CH3:39])[C:34]([CH3:50])([CH3:33])[O:35]2)[O:35]1. Product: [CH:22]1([CH2:21][N:11]2[C:12]3[CH2:17][CH2:16][N:15]([C:18](=[O:20])[CH3:19])[CH2:14][C:13]=3[C:9]([NH:8][C:4]3[CH:5]=[CH:6][CH:7]=[C:2]([B:36]4[O:37][C:38]([CH3:40])([CH3:39])[C:34]([CH3:50])([CH3:33])[O:35]4)[CH:3]=3)=[N:10]2)[CH2:24][CH2:23]1. The catalyst class is: 75. (7) Reactant: [C:1]([O:5][C:6]([NH:8][CH:9]([C:14]1[CH:19]=[CH:18][CH:17]=[C:16]([Cl:20])[C:15]=1[Cl:21])[CH2:10][C:11](O)=[O:12])=[O:7])([CH3:4])([CH3:3])[CH3:2].C(N(CC)CC)C.ClC(OCC(C)C)=O.[BH4-].[Na+].C(=O)([O-])O.[Na+]. Product: [Cl:21][C:15]1[C:16]([Cl:20])=[CH:17][CH:18]=[CH:19][C:14]=1[CH:9]([NH:8][C:6](=[O:7])[O:5][C:1]([CH3:3])([CH3:2])[CH3:4])[CH2:10][CH2:11][OH:12]. The catalyst class is: 20. (8) Reactant: C(O[C:9](=O)[NH:10][C@@H:11]([C:36]1[CH:41]=[CH:40][CH:39]=[CH:38][CH:37]=1)[C:12]([N:14]1[CH2:19][CH2:18][N:17]([CH2:20][CH2:21][O:22][CH2:23][CH2:24][O:25][CH2:26][CH2:27][O:28][CH2:29][CH2:30][O:31][CH2:32][CH2:33][O:34][CH3:35])[CH2:16][CH2:15]1)=O)C1C=CC=CC=1.[H-].[Al+3].[Li+].[H-].[H-].[H-].C(=O)([O-])[O-].[Na+].[Na+]. Product: [CH3:35][O:34][CH2:33][CH2:32][O:31][CH2:30][CH2:29][O:28][CH2:27][CH2:26][O:25][CH2:24][CH2:23][O:22][CH2:21][CH2:20][N:17]1[CH2:18][CH2:19][N:14]([CH2:12][C@H:11]([C:36]2[CH:37]=[CH:38][CH:39]=[CH:40][CH:41]=2)[NH:10][CH3:9])[CH2:15][CH2:16]1. The catalyst class is: 7. (9) The catalyst class is: 17. Product: [CH:22]1([NH:25][S:26]([NH:17][C:12]2[CH:13]=[C:14]3[C:9](=[CH:10][CH:11]=2)[N:8]=[C:7]([NH:6][CH2:5][C:4]2[CH:18]=[CH:19][CH:20]=[CH:21][C:3]=2[O:2][CH3:1])[CH:16]=[CH:15]3)(=[O:28])=[O:27])[CH2:24][CH2:23]1. Reactant: [CH3:1][O:2][C:3]1[CH:21]=[CH:20][CH:19]=[CH:18][C:4]=1[CH2:5][NH:6][C:7]1[CH:16]=[CH:15][C:14]2[C:9](=[CH:10][CH:11]=[C:12]([NH2:17])[CH:13]=2)[N:8]=1.[CH:22]1([NH:25][S:26](Cl)(=[O:28])=[O:27])[CH2:24][CH2:23]1.